From a dataset of Catalyst prediction with 721,799 reactions and 888 catalyst types from USPTO. Predict which catalyst facilitates the given reaction. (1) Reactant: C(O[C:6]([N:8](C)[CH2:9][C:10]([NH:12][CH2:13][CH2:14][CH2:15][P+:16]([C:29]1[CH:34]=[CH:33][CH:32]=[CH:31][CH:30]=1)([C:23]1[CH:28]=[CH:27][CH:26]=[CH:25][CH:24]=1)[C:17]1[CH:22]=[CH:21][CH:20]=[CH:19][CH:18]=1)=[O:11])=O)(C)(C)C.[Cl-:36].Cl.C(OCC)C.N. Product: [CH3:6][NH:8][CH2:9][C:10]([NH:12][CH2:13][CH2:14][CH2:15][P+:16]([C:29]1[CH:34]=[CH:33][CH:32]=[CH:31][CH:30]=1)([C:23]1[CH:24]=[CH:25][CH:26]=[CH:27][CH:28]=1)[C:17]1[CH:22]=[CH:21][CH:20]=[CH:19][CH:18]=1)=[O:11].[Cl-:36]. The catalyst class is: 61. (2) Reactant: [Cr](Cl)([O-])(=O)=O.[NH+]1C=CC=CC=1.[CH3:12][O:13][C:14]1[C:19]([O:20][CH3:21])=[CH:18][C:17]([CH2:22][OH:23])=[C:16]([CH:24]([CH3:32])[CH2:25][C:26]2[CH:31]=[CH:30][CH:29]=[CH:28][CH:27]=2)[CH:15]=1. Product: [CH3:12][O:13][C:14]1[C:19]([O:20][CH3:21])=[CH:18][C:17]([CH:22]=[O:23])=[C:16]([CH:24]([CH3:32])[CH2:25][C:26]2[CH:31]=[CH:30][CH:29]=[CH:28][CH:27]=2)[CH:15]=1. The catalyst class is: 158. (3) Reactant: [O:1]=[C:2]1[NH:6][C@H:5]([C:7]([O:9][CH2:10][CH3:11])=[O:8])[CH2:4][CH2:3]1.C[Si](C)(C)[N-][Si](C)(C)C.[Li+].Br[CH2:23][C:24]1[CH:29]=[CH:28][C:27]([B:30]2[O:34][C:33]([CH3:36])([CH3:35])[C:32]([CH3:38])([CH3:37])[O:31]2)=[CH:26][CH:25]=1.C(O)(=O)C. Product: [O:1]=[C:2]1[NH:6][C:5]([CH2:23][C:24]2[CH:25]=[CH:26][C:27]([B:30]3[O:31][C:32]([CH3:38])([CH3:37])[C:33]([CH3:36])([CH3:35])[O:34]3)=[CH:28][CH:29]=2)([C:7]([O:9][CH2:10][CH3:11])=[O:8])[CH2:4][CH2:3]1. The catalyst class is: 207. (4) Product: [F:34][C:35]([F:40])([F:39])[C:36]([OH:38])=[O:37].[CH2:1]([O:8][C:9](=[O:33])[CH2:10][C@@H:11]([NH2:25])[C:12]([NH:14][C@@H:15]([CH2:18][C:19]1[CH:24]=[CH:23][CH:22]=[CH:21][CH:20]=1)[CH2:16][OH:17])=[O:13])[C:2]1[CH:3]=[CH:4][CH:5]=[CH:6][CH:7]=1. The catalyst class is: 2. Reactant: [CH2:1]([O:8][C:9](=[O:33])[CH2:10][C@@H:11]([NH:25]C(OC(C)(C)C)=O)[C:12]([NH:14][C@@H:15]([CH2:18][C:19]1[CH:24]=[CH:23][CH:22]=[CH:21][CH:20]=1)[CH2:16][OH:17])=[O:13])[C:2]1[CH:7]=[CH:6][CH:5]=[CH:4][CH:3]=1.[F:34][C:35]([F:40])([F:39])[C:36]([OH:38])=[O:37]. (5) Reactant: [NH:1]1[C:9]2[C:4](=[N:5][CH:6]=[CH:7][CH:8]=2)[C:3]([C:10]([O:12][CH3:13])=[O:11])=[CH:2]1.[H-].[Na+].[Br:16][C:17]1[CH:22]=[CH:21][C:20]([F:23])=[C:19]([CH2:24]Br)[CH:18]=1. Product: [Br:16][C:17]1[CH:22]=[CH:21][C:20]([F:23])=[C:19]([CH:18]=1)[CH2:24][N:1]1[C:9]2[C:4](=[N:5][CH:6]=[CH:7][CH:8]=2)[C:3]([C:10]([O:12][CH3:13])=[O:11])=[CH:2]1. The catalyst class is: 3.